Dataset: Reaction yield outcomes from USPTO patents with 853,638 reactions. Task: Predict the reaction yield, written as a fraction of the theoretical maximum amount of product (1.0 means a 100% yield; for example, 0.34 means a 34% yield). (1) The reactants are Cl[C:2]1[C:7]([Cl:8])=[N:6][CH:5]=[CH:4][N:3]=1.[F:9][C:10]1[CH:15]=[CH:14][C:13](B(O)O)=[CH:12][CH:11]=1.C(=O)([O-])[O-].[Cs+].[Cs+].C1(P(C2CCCCC2)C2CCCCC2)CCCCC1. The catalyst is C1C=CC(/C=C/C(/C=C/C2C=CC=CC=2)=O)=CC=1.C1C=CC(/C=C/C(/C=C/C2C=CC=CC=2)=O)=CC=1.C1C=CC(/C=C/C(/C=C/C2C=CC=CC=2)=O)=CC=1.[Pd].[Pd].O1CCOCC1. The product is [Cl:8][C:7]1[C:2]([C:13]2[CH:14]=[CH:15][C:10]([F:9])=[CH:11][CH:12]=2)=[N:3][CH:4]=[CH:5][N:6]=1. The yield is 0.550. (2) The reactants are [CH3:1][O:2][C:3](=[O:28])[C@@H:4]([NH:8][C:9]([C:22]1[CH:27]=[CH:26][CH:25]=[CH:24][CH:23]=1)([C:16]1[CH:21]=[CH:20][CH:19]=[CH:18][CH:17]=1)[C:10]1[CH:15]=[CH:14][CH:13]=[CH:12][CH:11]=1)[C@H:5]([NH2:7])[CH3:6].[CH3:29][C:30]([O:33][C:34](O[C:34]([O:33][C:30]([CH3:32])([CH3:31])[CH3:29])=[O:35])=[O:35])([CH3:32])[CH3:31]. The catalyst is C(Cl)Cl. The product is [CH3:1][O:2][C:3](=[O:28])[C@@H:4]([NH:8][C:9]([C:22]1[CH:27]=[CH:26][CH:25]=[CH:24][CH:23]=1)([C:10]1[CH:15]=[CH:14][CH:13]=[CH:12][CH:11]=1)[C:16]1[CH:17]=[CH:18][CH:19]=[CH:20][CH:21]=1)[C@H:5]([NH:7][C:34]([O:33][C:30]([CH3:32])([CH3:31])[CH3:29])=[O:35])[CH3:6]. The yield is 0.640. (3) The reactants are [F:1][C:2]([C:4]1[CH:9]=[CH:8][CH:7]=[CH:6][C:5]=1[CH2:10][C:11]([O:13]C)=[O:12])=[CH2:3].[Li+].[OH-].O. The catalyst is O.C1COCC1. The product is [F:1][C:2]([C:4]1[CH:9]=[CH:8][CH:7]=[CH:6][C:5]=1[CH2:10][C:11]([OH:13])=[O:12])=[CH2:3]. The yield is 0.770. (4) The reactants are [N:1]([CH:4]([C:6]1[N:7]=[C:8]2[S:23][CH:22]=[C:21]([CH3:24])[N:9]2[C:10](=[O:20])[C:11]=1[C:12]1[CH:17]=[C:16]([F:18])[CH:15]=[C:14]([F:19])[CH:13]=1)[CH3:5])=[N+]=[N-].CP(C)C.CCOC(C)=O. The catalyst is O1CCCC1.O. The product is [NH2:1][CH:4]([C:6]1[N:7]=[C:8]2[S:23][CH:22]=[C:21]([CH3:24])[N:9]2[C:10](=[O:20])[C:11]=1[C:12]1[CH:17]=[C:16]([F:18])[CH:15]=[C:14]([F:19])[CH:13]=1)[CH3:5]. The yield is 0.966.